From a dataset of Forward reaction prediction with 1.9M reactions from USPTO patents (1976-2016). Predict the product of the given reaction. Given the reactants [Cl:1][C:2]1[CH:7]=[C:6](Cl)[N:5]=[CH:4][N:3]=1.[CH3:9][O:10][C:11]1[CH:16]=[CH:15][CH:14]=[CH:13][C:12]=1B(O)O.C(COC)OC.C([O-])(O)=O.[Na+], predict the reaction product. The product is: [Cl:1][C:2]1[CH:7]=[C:6]([C:12]2[CH:13]=[CH:14][CH:15]=[CH:16][C:11]=2[O:10][CH3:9])[N:5]=[CH:4][N:3]=1.